Dataset: Retrosynthesis with 50K atom-mapped reactions and 10 reaction types from USPTO. Task: Predict the reactants needed to synthesize the given product. (1) Given the product CC(=O)N1CCC(C(=O)c2ccc(F)cc2)CC1, predict the reactants needed to synthesize it. The reactants are: CC(=O)N1CCC(C(=O)Cl)CC1.Fc1ccccc1. (2) The reactants are: Nc1cnccc1N1CCCCC1.Nc1nc(N)c(C(=O)O)nc1Cl. Given the product Nc1nc(N)c(C(=O)Nc2cnccc2N2CCCCC2)nc1Cl, predict the reactants needed to synthesize it. (3) Given the product COC(=O)Cn1cc(C2CCCCC2)c2sc(C(=O)OC(C)(C)C)cc21, predict the reactants needed to synthesize it. The reactants are: CC(C)(C)OC(=O)c1cc2[nH]cc(C3CCCCC3)c2s1.COC(=O)CBr. (4) The reactants are: BrCc1ccc2ccccc2n1.O=C(c1ccccc1)c1cnc2c(C(F)(F)F)cccc2c1-c1cccc(O)c1. Given the product O=C(c1ccccc1)c1cnc2c(C(F)(F)F)cccc2c1-c1cccc(OCc2ccc3ccccc3n2)c1, predict the reactants needed to synthesize it. (5) Given the product Nc1cc(C(=O)O)cc(N2CCCC2=O)c1, predict the reactants needed to synthesize it. The reactants are: O=C(O)c1cc(N2CCCC2=O)cc([N+](=O)[O-])c1. (6) The reactants are: CS(=O)(=O)c1ccc2nc(-c3ccc(Br)cc3)[nH]c2c1.Cc1cccc(B(O)O)c1. Given the product Cc1cccc(-c2ccc(-c3nc4ccc(S(C)(=O)=O)cc4[nH]3)cc2)c1, predict the reactants needed to synthesize it. (7) Given the product Cc1c(CC(=O)O)c2cccnc2n1Cc1ccc([N+](=O)[O-])cc1, predict the reactants needed to synthesize it. The reactants are: COC(=O)Cc1c(C)n(Cc2ccc([N+](=O)[O-])cc2)c2ncccc12.